Task: Predict the product of the given reaction.. Dataset: Forward reaction prediction with 1.9M reactions from USPTO patents (1976-2016) (1) Given the reactants C([O:9][C@@H:10]1[C@@H:14]([O:15]C(=O)C2C=CC=CC=2)[C@H:13]([N:24]2[CH:32]=[N:31][C:30]3[C:25]2=[N:26][C:27]([C:48]#[N:49])=[N:28][C:29]=3[NH:33][CH2:34][CH:35]([C:42]2[CH:47]=[CH:46][CH:45]=[CH:44][CH:43]=2)[C:36]2[CH:41]=[CH:40][CH:39]=[CH:38][CH:37]=2)[O:12][C@@H:11]1[C:50]([NH:52][CH2:53][CH3:54])=[O:51])(=O)C1C=CC=CC=1.[CH3:55]N, predict the reaction product. The product is: [NH3:24].[C:36]1([CH:35]([C:42]2[CH:43]=[CH:44][CH:45]=[CH:46][CH:47]=2)[CH2:34][NH:33][C:29]2[N:28]=[C:27]([CH2:48][NH:49][CH3:55])[N:26]=[C:25]3[C:30]=2[N:31]=[CH:32][N:24]3[C@@H:13]2[O:12][C@H:11]([C:50]([NH:52][CH2:53][CH3:54])=[O:51])[C@@H:10]([OH:9])[C@H:14]2[OH:15])[CH:41]=[CH:40][CH:39]=[CH:38][CH:37]=1. (2) Given the reactants C[O:2][C:3](=[O:44])[CH2:4][O:5][C:6]1[CH:11]=[CH:10][C:9]([O:12][CH2:13][C:14]#[C:15][C:16]2[CH:21]=[C:20]([C:22]#[C:23][C:24]3[CH:29]=[CH:28][C:27]([C:30]([F:33])([F:32])[F:31])=[CH:26][CH:25]=3)[CH:19]=[C:18]([C:34]#[C:35][CH2:36][N:37]3[CH2:42][CH2:41][O:40][CH2:39][CH2:38]3)[CH:17]=2)=[CH:8][C:7]=1[CH3:43].[Li+].[OH-].O.Cl, predict the reaction product. The product is: [CH3:43][C:7]1[CH:8]=[C:9]([O:12][CH2:13][C:14]#[C:15][C:16]2[CH:21]=[C:20]([C:22]#[C:23][C:24]3[CH:29]=[CH:28][C:27]([C:30]([F:33])([F:32])[F:31])=[CH:26][CH:25]=3)[CH:19]=[C:18]([C:34]#[C:35][CH2:36][N:37]3[CH2:42][CH2:41][O:40][CH2:39][CH2:38]3)[CH:17]=2)[CH:10]=[CH:11][C:6]=1[O:5][CH2:4][C:3]([OH:44])=[O:2]. (3) Given the reactants [CH3:1][O:2][C:3]1[C:4]([O:18][CH2:19][CH2:20][CH2:21][N:22]2[C:34]3[CH:33]=[CH:32][CH:31]=[CH:30][C:29]=3[C:28]3[C:23]2=[CH:24][CH:25]=[CH:26][CH:27]=3)=[CH:5][C:6]2[N:12]=[CH:11][C@@H:10]3[CH2:13][CH2:14][CH2:15][N:9]3[C:8](=[O:16])[C:7]=2[CH:17]=1.[C:35]([O-:38])([O-])=O.[Ca+2], predict the reaction product. The product is: [CH3:1][O:2][C:3]1[C:4]([O:18][CH2:19][CH2:20][CH2:21][N:22]2[C:23]3[CH:24]=[CH:25][C:26]([C:6]4[CH:5]=[CH:4][C:3]([O:2][CH3:1])=[CH:17][CH:7]=4)=[CH:27][C:28]=3[C:29]3[C:34]2=[CH:33][CH:32]=[C:31]([C:24]2[CH:23]=[CH:28][C:27]([O:38][CH3:35])=[CH:26][CH:25]=2)[CH:30]=3)=[CH:5][C:6]2[N:12]=[CH:11][C@@H:10]3[CH2:13][CH2:14][CH2:15][N:9]3[C:8](=[O:16])[C:7]=2[CH:17]=1.